From a dataset of Catalyst prediction with 721,799 reactions and 888 catalyst types from USPTO. Predict which catalyst facilitates the given reaction. (1) Reactant: [CH3:1][C@H:2]1[CH2:7][O:6][CH2:5][C@H:4]([CH3:8])[NH:3]1.CN(C(ON1N=NC2C=CC=NC1=2)=[N+](C)C)C.F[P-](F)(F)(F)(F)F.CCN(C(C)C)C(C)C.[NH2:42][C:43]1[CH:51]=[CH:50][C:46]([C:47](O)=[O:48])=[CH:45][N:44]=1. Product: [NH2:42][C:43]1[N:44]=[CH:45][C:46]([C:47]([N:3]2[C@@H:4]([CH3:8])[CH2:5][O:6][CH2:7][C@@H:2]2[CH3:1])=[O:48])=[CH:50][CH:51]=1. The catalyst class is: 3. (2) Reactant: [N+:1]([C:4]1[C:5]([C:9](O)=O)=[N:6][NH:7][CH:8]=1)([O-:3])=[O:2].CN(C=O)C.C(Cl)(=O)C(Cl)=O.[NH2:23][C:24]1[CH:29]=[CH:28][CH:27]=[CH:26][C:25]=1[SH:30]. Product: [N+:1]([C:4]1[C:5]([C:9]2[S:30][C:25]3[CH:26]=[CH:27][CH:28]=[CH:29][C:24]=3[N:23]=2)=[N:6][NH:7][CH:8]=1)([O-:3])=[O:2]. The catalyst class is: 20.